Predict the product of the given reaction. From a dataset of Forward reaction prediction with 1.9M reactions from USPTO patents (1976-2016). (1) Given the reactants Cl[CH2:2][CH2:3][CH2:4][C:5]1([C:10]2[CH:15]=[CH:14][C:13]([F:16])=[CH:12][CH:11]=2)[O:9][CH2:8][CH2:7][O:6]1.[Cl:17][C:18]1[CH:23]=[C:22]([O:24][CH2:25][CH:26]=[C:27]([Cl:29])[Cl:28])[CH:21]=[C:20]([Cl:30])[C:19]=1[OH:31].C(=O)([O-])[O-].[K+].[K+].[I-].[K+], predict the reaction product. The product is: [Cl:17][C:18]1[CH:23]=[C:22]([O:24][CH2:25][CH:26]=[C:27]([Cl:29])[Cl:28])[CH:21]=[C:20]([Cl:30])[C:19]=1[O:31][CH2:2][CH2:3][CH2:4][C:5]1([C:10]2[CH:15]=[CH:14][C:13]([F:16])=[CH:12][CH:11]=2)[O:9][CH2:8][CH2:7][O:6]1. (2) Given the reactants [ClH:1].[NH2:2][CH2:3][C:4]1[CH:12]=[CH:11][CH:10]=[C:9]2[C:5]=1[C:6](=[O:22])[N:7]([CH:14]1[CH2:19][CH2:18][C:17](=[O:20])[NH:16][C:15]1=[O:21])[C:8]2=[O:13].C(N(C(C)C)CC)(C)C.F[C:33]1[CH:34]=[C:35]([CH:39]=C(F)[CH:41]=1)[C:36](Cl)=[O:37].[CH2:43]([Cl:45])Cl, predict the reaction product. The product is: [Cl:1][C:33]1[CH:34]=[C:35]([CH:39]=[C:43]([Cl:45])[CH:41]=1)[C:36]([NH:2][CH2:3][C:4]1[CH:12]=[CH:11][CH:10]=[C:9]2[C:5]=1[C:6](=[O:22])[N:7]([CH:14]1[CH2:19][CH2:18][C:17](=[O:20])[NH:16][C:15]1=[O:21])[C:8]2=[O:13])=[O:37]. (3) Given the reactants NC1C=C(C(C2C=CC(OC)=C(OC)C=2)=CC#N)C=CC=1OC.[CH2:24]([O:26][C:27]1[CH:28]=[C:29](Br)[CH:30]=[CH:31][C:32]=1[O:33][CH3:34])[CH3:25].[Mg].[CH3:37][O:38][C:39]1[CH:46]=[CH:45][C:42]([CH:43]=[O:44])=[CH:41][C:40]=1[N+:47]([O-:49])=[O:48], predict the reaction product. The product is: [CH3:37][O:38][C:39]1[CH:46]=[CH:45][C:42]([CH:43]([C:29]2[CH:30]=[CH:31][C:32]([O:33][CH3:34])=[C:27]([O:26][CH2:24][CH3:25])[CH:28]=2)[OH:44])=[CH:41][C:40]=1[N+:47]([O-:49])=[O:48]. (4) Given the reactants ClC(Cl)(O[C:5](=[O:11])OC(Cl)(Cl)Cl)Cl.[CH3:13][C:14]1[CH:19]=[C:18]([C:20]2[CH:21]=[CH:22][C:23]3[N:29]4[CH2:30][C@H:26]([CH2:27][CH2:28]4)[NH:25][C:24]=3[N:31]=2)[CH:17]=[CH:16][N:15]=1.C(N(CC)CC)C.[CH3:39][N:40]1[CH:44]=[N:43][C:42]([NH2:45])=[N:41]1, predict the reaction product. The product is: [CH3:39][N:40]1[CH:44]=[N:43][C:42]([NH:45][C:5]([N:25]2[C@@H:26]3[CH2:30][N:29]([CH2:28][CH2:27]3)[C:23]3[CH:22]=[CH:21][C:20]([C:18]4[CH:17]=[CH:16][N:15]=[C:14]([CH3:13])[CH:19]=4)=[N:31][C:24]2=3)=[O:11])=[N:41]1. (5) Given the reactants [OH:1][CH2:2][CH:3]1[CH2:8][CH2:7][CH2:6][NH:5][CH2:4]1.[C:9](Cl)([O:11][CH2:12][C:13]1[CH:18]=[CH:17][CH:16]=[CH:15][CH:14]=1)=[O:10], predict the reaction product. The product is: [CH2:12]([O:11][C:9]([N:5]1[CH2:6][CH2:7][CH2:8][CH:3]([CH2:2][OH:1])[CH2:4]1)=[O:10])[C:13]1[CH:18]=[CH:17][CH:16]=[CH:15][CH:14]=1. (6) Given the reactants [F:1][C:2]([F:7])([F:6])[C:3]([OH:5])=[O:4].[CH2:8]([N:10]([CH2:12][C:13]1[S:17][CH:16]=[C:15]([C:18]2[CH:19]=[C:20]3[C:24](=[C:25]([C:27]([NH2:29])=[O:28])[CH:26]=2)[NH:23][CH:22]=[C:21]3[CH:30]2[CH2:35][CH2:34][N:33]([S:36]([CH2:39][CH3:40])(=[O:38])=[O:37])[CH2:32][CH2:31]2)[CH:14]=1)[CH3:11])[CH3:9].[CH3:41][NH:42][CH2:43]C, predict the reaction product. The product is: [F:1][C:2]([F:7])([F:6])[C:3]([OH:5])=[O:4].[CH3:41][N:42]([CH3:43])[CH2:2][CH2:9][CH2:8][N:10]([CH2:12][C:13]1[S:17][CH:16]=[C:15]([C:18]2[CH:19]=[C:20]3[C:24](=[C:25]([C:27]([NH2:29])=[O:28])[CH:26]=2)[NH:23][CH:22]=[C:21]3[CH:30]2[CH2:35][CH2:34][N:33]([S:36]([CH2:39][CH3:40])(=[O:37])=[O:38])[CH2:32][CH2:31]2)[CH:14]=1)[CH3:11]. (7) Given the reactants [Cl:1][C:2]1[CH:11]=[C:10]2[C:5]([C:6]([N:12]3[CH2:17][CH2:16][NH:15][CH2:14][CH2:13]3)=[CH:7][CH:8]=[N:9]2)=[CH:4][C:3]=1[F:18].[F:19][C:20]1[CH:25]=[CH:24][C:23]([N:26]=[C:27]=[O:28])=[CH:22][CH:21]=1.CCCCCC.CCOC(C)=O, predict the reaction product. The product is: [Cl:1][C:2]1[CH:11]=[C:10]2[C:5]([C:6]([N:12]3[CH2:13][CH2:14][N:15]([C:27]([NH:26][C:23]4[CH:24]=[CH:25][C:20]([F:19])=[CH:21][CH:22]=4)=[O:28])[CH2:16][CH2:17]3)=[CH:7][CH:8]=[N:9]2)=[CH:4][C:3]=1[F:18]. (8) The product is: [CH2:1]([O:3][C:4]1[CH:9]=[CH:8][C:7]([NH:10][C:11]([NH:21][CH2:20][CH2:19][C:14]2[CH:15]=[CH:16][CH:17]=[CH:18][N:13]=2)=[S:12])=[CH:6][CH:5]=1)[CH3:2]. Given the reactants [CH2:1]([O:3][C:4]1[CH:9]=[CH:8][C:7]([N:10]=[C:11]=[S:12])=[CH:6][CH:5]=1)[CH3:2].[N:13]1[CH:18]=[CH:17][CH:16]=[CH:15][C:14]=1[CH2:19][CH2:20][NH2:21].C(O)C(N)(CO)CO, predict the reaction product.